Dataset: NCI-60 drug combinations with 297,098 pairs across 59 cell lines. Task: Regression. Given two drug SMILES strings and cell line genomic features, predict the synergy score measuring deviation from expected non-interaction effect. Drug 1: C1=NC2=C(N=C(N=C2N1C3C(C(C(O3)CO)O)O)F)N. Drug 2: C1=NC2=C(N1)C(=S)N=CN2. Cell line: SK-MEL-2. Synergy scores: CSS=1.81, Synergy_ZIP=9.31, Synergy_Bliss=22.7, Synergy_Loewe=4.23, Synergy_HSA=6.02.